From a dataset of Forward reaction prediction with 1.9M reactions from USPTO patents (1976-2016). Predict the product of the given reaction. (1) Given the reactants [CH2:1]([N:5]([CH2:27][CH2:28][CH2:29][CH3:30])[C:6]1[CH:11]=[CH:10][C:9]([CH:12]=[CH:13][C:14]2[CH2:19][C:18]([CH3:21])([CH3:20])[CH2:17][C:16](=[CH:22][CH:23]=O)[CH:15]=2)=[C:8]([O:25][CH3:26])[CH:7]=1)[CH2:2][CH2:3][CH3:4].[C:31]([C:33]1[C:34](=[C:44]([C:47]#[N:48])[C:45]#[N:46])[O:35][C:36]([CH3:43])([C:39]([F:42])([F:41])[F:40])[C:37]=1[CH3:38])#[N:32], predict the reaction product. The product is: [CH2:27]([N:5]([CH2:1][CH2:2][CH2:3][CH3:4])[C:6]1[CH:11]=[CH:10][C:9]([CH:12]=[CH:13][C:14]2[CH2:19][C:18]([CH3:20])([CH3:21])[CH2:17][C:16](=[CH:22][CH:23]=[CH:38][C:37]3[C:36]([CH3:43])([C:39]([F:42])([F:40])[F:41])[O:35][C:34](=[C:44]([C:45]#[N:46])[C:47]#[N:48])[C:33]=3[C:31]#[N:32])[CH:15]=2)=[C:8]([O:25][CH3:26])[CH:7]=1)[CH2:28][CH2:29][CH3:30]. (2) Given the reactants [C:1]([C:3]1[CH:8]=[CH:7][C:6](OS(C2C=CC(C)=CC=2)(=O)=O)=[CH:5][CH:4]=1)#[N:2].[C:20]([C:22]1[CH:27]=[CH:26][C:25]([N:28]2[CH2:33][CH2:32]N[CH2:30][CH2:29]2)=[CH:24][CH:23]=1)#[CH:21].[CH3:34]CCCCCC.CCOC(C)=O, predict the reaction product. The product is: [N:28]1([C:25]2[CH:26]=[CH:27][C:22]([C:20]#[C:21][C:6]3[CH:5]=[CH:4][C:3]([C:1]#[N:2])=[CH:8][CH:7]=3)=[CH:23][CH:24]=2)[CH2:33][CH2:32][CH2:34][CH2:30][CH2:29]1. (3) Given the reactants [OH-:1].[K+].[NH2:3]O.Cl.[CH3:6][N:7]1[CH:11]=[CH:10][C:9]([N:12]([C:24]2[CH:29]=[CH:28][CH:27]=[CH:26][N:25]=2)[CH2:13][CH2:14][CH2:15][CH2:16][CH2:17][CH2:18][C:19](OCC)=[O:20])=[N:8]1, predict the reaction product. The product is: [NH2:3][OH:1].[OH:1][NH:3][C:19](=[O:20])[CH2:18][CH2:17][CH2:16][CH2:15][CH2:14][CH2:13][N:12]([C:9]1[CH:10]=[CH:11][N:7]([CH3:6])[N:8]=1)[C:24]1[CH:29]=[CH:28][CH:27]=[CH:26][N:25]=1. (4) Given the reactants [CH3:1][C:2]1[CH:10]=[CH:9][CH:8]=[C:7]([CH3:11])[C:3]=1[C:4]([OH:6])=O.O=S(Cl)Cl.CCN(CC)CC.[CH:23]1([NH2:26])[CH2:25][CH2:24]1, predict the reaction product. The product is: [CH:23]1([NH:26][C:4](=[O:6])[C:3]2[C:7]([CH3:11])=[CH:8][CH:9]=[CH:10][C:2]=2[CH3:1])[CH2:25][CH2:24]1. (5) Given the reactants C[O:2][C:3]1[CH:8]=[C:7]([O:9]C)[CH:6]=[CH:5][C:4]=1[C:11]1[C:19]2[C:14](=[N:15][C:16]([NH2:20])=[N:17][CH:18]=2)[N:13]([CH3:21])[N:12]=1, predict the reaction product. The product is: [NH2:20][C:16]1[N:15]=[C:14]2[N:13]([CH3:21])[N:12]=[C:11]([C:4]3[CH:5]=[CH:6][C:7]([OH:9])=[CH:8][C:3]=3[OH:2])[C:19]2=[CH:18][N:17]=1. (6) Given the reactants C1([C@@H](N2CC[C@H](OC3CCCCO3)C2)CO)C=CC=CC=1.[C:22]1([C@H:28](O)[CH2:29][N:30]2[CH2:34][CH2:33][C@H:32]([O:35][CH:36]3[CH2:41][CH2:40][CH2:39][CH2:38][O:37]3)[CH2:31]2)[CH:27]=[CH:26][CH:25]=[CH:24][CH:23]=1.[Cl:43][C:44]1[CH:53]=[C:52]([NH:54][CH3:55])[CH:51]=[CH:50][C:45]=1[C:46]([O:48][CH3:49])=[O:47], predict the reaction product. The product is: [Cl:43][C:44]1[CH:53]=[C:52]([N:54]([C@@H:28]([C:22]2[CH:27]=[CH:26][CH:25]=[CH:24][CH:23]=2)[CH2:29][N:30]2[CH2:34][CH2:33][C@H:32]([O:35][CH:36]3[CH2:41][CH2:40][CH2:39][CH2:38][O:37]3)[CH2:31]2)[CH3:55])[CH:51]=[CH:50][C:45]=1[C:46]([O:48][CH3:49])=[O:47]. (7) Given the reactants [F:1][C:2]([F:13])=[C:3]1[C:12]2[C:7](=[CH:8][CH:9]=[CH:10][CH:11]=2)[NH:6][CH2:5][CH2:4]1.C(N(CC)CC)C.[C:21](Cl)(Cl)=[O:22].[NH:25]1[CH2:29][CH2:28][CH:27]([C:30]2[CH:31]=[N:32][CH:33]=[CH:34][CH:35]=2)[CH2:26]1, predict the reaction product. The product is: [F:13][C:2]([F:1])=[C:3]1[C:12]2[C:7](=[CH:8][CH:9]=[CH:10][CH:11]=2)[N:6]([C:21]([N:25]2[CH2:29][CH2:28][CH:27]([C:30]3[CH:31]=[N:32][CH:33]=[CH:34][CH:35]=3)[CH2:26]2)=[O:22])[CH2:5][CH2:4]1. (8) Given the reactants FC(F)(F)C(O)=O.[NH2:8][CH2:9][CH2:10][C:11]1[N:16]=[C:15]([C:17]2[S:18][C:19]3[CH:27]=[CH:26][CH:25]=[CH:24][C:20]=3[C:21](=[O:23])[N:22]=2)[CH:14]=[CH:13][CH:12]=1.C(=O)([O-])[O-].[K+].[K+].[CH3:34][N:35]([CH3:39])[C:36](Cl)=[O:37], predict the reaction product. The product is: [CH3:34][N:35]([CH3:39])[C:36]([NH:8][CH2:9][CH2:10][C:11]1[CH:12]=[CH:13][CH:14]=[C:15]([C:17]2[S:18][C:19]3[CH:27]=[CH:26][CH:25]=[CH:24][C:20]=3[C:21](=[O:23])[N:22]=2)[N:16]=1)=[O:37].